From a dataset of Forward reaction prediction with 1.9M reactions from USPTO patents (1976-2016). Predict the product of the given reaction. (1) The product is: [Cl:28][C:22]1[CH:23]=[N:24][CH:25]=[C:26]([Cl:27])[C:21]=1[NH:20][C:14]1[C:13]2[C:18](=[C:9]([O:8][CH2:7][CH2:6][CH2:5][CH2:4][CH2:3][CH2:2][N:35]3[CH2:36][CH2:37][CH2:38][N:32]([CH3:31])[CH2:33][CH2:34]3)[C:10]([O:29][CH3:30])=[CH:11][CH:12]=2)[NH:17][C:16](=[O:19])[CH:15]=1. Given the reactants Cl[CH2:2][CH2:3][CH2:4][CH2:5][CH2:6][CH2:7][O:8][C:9]1[C:10]([O:29][CH3:30])=[CH:11][CH:12]=[C:13]2[C:18]=1[NH:17][C:16](=[O:19])[CH:15]=[C:14]2[NH:20][C:21]1[C:26]([Cl:27])=[CH:25][N:24]=[CH:23][C:22]=1[Cl:28].[CH3:31][N:32]1[CH2:38][CH2:37][CH2:36][NH:35][CH2:34][CH2:33]1, predict the reaction product. (2) Given the reactants N[C@H](C(O)=[O:14])CC1C2C(=CC=CC=2)NC=1.[NH2:16][C@H:17]([C:25]([OH:27])=[O:26])[CH2:18][C:19]1[CH:24]=[CH:23][CH:22]=[CH:21][CH:20]=1, predict the reaction product. The product is: [NH2:16][C@H:17]([C:25]([OH:27])=[O:26])[CH2:18][C:19]1[CH:24]=[CH:23][C:22]([OH:14])=[CH:21][CH:20]=1.